This data is from Full USPTO retrosynthesis dataset with 1.9M reactions from patents (1976-2016). The task is: Predict the reactants needed to synthesize the given product. (1) Given the product [Cl:20][C:15]1[CH:14]=[C:13]([C@H:11]2[CH2:12][NH:8][CH2:9][C@@H:10]2[C@@H:21]([O:23][C:24]2[CH:31]=[CH:30][C:27]([C:28]#[N:29])=[CH:26][N:25]=2)[CH3:22])[CH:18]=[CH:17][C:16]=1[F:19], predict the reactants needed to synthesize it. The reactants are: C([N:8]1[CH2:12][C@H:11]([C:13]2[CH:18]=[CH:17][C:16]([F:19])=[C:15]([Cl:20])[CH:14]=2)[C@@H:10]([C@@H:21]([O:23][C:24]2[CH:31]=[CH:30][C:27]([C:28]#[N:29])=[CH:26][N:25]=2)[CH3:22])[CH2:9]1)C1C=CC=CC=1.ClC(OC(Cl)C)=O.CCN(C(C)C)C(C)C. (2) Given the product [Br:9][C:10]1[CH:11]=[CH:12][C:13]([O:4][CH2:3][C:2]([CH3:6])([CH3:5])[CH3:1])=[C:14]([CH:17]=1)[C:15]#[N:16], predict the reactants needed to synthesize it. The reactants are: [CH3:1][C:2]([CH3:6])([CH3:5])[CH2:3][OH:4].[H-].[Na+].[Br:9][C:10]1[CH:11]=[CH:12][C:13](F)=[C:14]([CH:17]=1)[C:15]#[N:16]. (3) Given the product [Cl:1][C:2]1[N:3]=[C:4]([N:22]2[CH2:27][CH2:26][O:25][CH2:24][CH2:23]2)[C:5]2[S:10][C:9]([CH2:11][N:12]([CH:17]3[CH2:21][CH2:20][N:19]([CH3:28])[CH2:18]3)[S:13]([CH3:16])(=[O:14])=[O:15])=[CH:8][C:6]=2[N:7]=1, predict the reactants needed to synthesize it. The reactants are: [Cl:1][C:2]1[N:3]=[C:4]([N:22]2[CH2:27][CH2:26][O:25][CH2:24][CH2:23]2)[C:5]2[S:10][C:9]([CH2:11][N:12]([CH:17]3[CH2:21][CH2:20][NH:19][CH2:18]3)[S:13]([CH3:16])(=[O:15])=[O:14])=[CH:8][C:6]=2[N:7]=1.[CH:28](O)=O.C=O. (4) Given the product [F:1][C:2]1[C:7]([NH:8][CH2:9][C:10]2[CH:15]=[C:14]([O:16][CH3:17])[CH:13]=[C:12]([C:18]3[CH:23]=[CH:22][CH:21]=[C:20]([F:24])[CH:19]=3)[CH:11]=2)=[C:6]([F:25])[CH:5]=[CH:4][C:3]=1[O:26][CH2:34][C:35]([O:37][CH:38]([CH3:40])[CH3:39])=[O:36], predict the reactants needed to synthesize it. The reactants are: [F:1][C:2]1[C:7]([NH:8][CH2:9][C:10]2[CH:15]=[C:14]([O:16][CH3:17])[CH:13]=[C:12]([C:18]3[CH:23]=[CH:22][CH:21]=[C:20]([F:24])[CH:19]=3)[CH:11]=2)=[C:6]([F:25])[CH:5]=[CH:4][C:3]=1[OH:26].C([O-])([O-])=O.[Cs+].[Cs+].Br[CH2:34][C:35]([O:37][CH:38]([CH3:40])[CH3:39])=[O:36].O. (5) Given the product [F:1][C:2]1[CH:44]=[CH:43][C:5]([CH2:6][CH:7]2[O:11][N:10]=[C:9]([CH2:12][N:13]3[CH:17]=[C:16]([C:18]4[NH:26][C:25]5[C:24](=[O:35])[N:23]([CH2:36][CH2:37][CH3:38])[C:22](=[O:39])[N:21]([CH2:40][CH2:41][CH3:42])[C:20]=5[N:19]=4)[CH:15]=[N:14]3)[CH2:8]2)=[CH:4][CH:3]=1, predict the reactants needed to synthesize it. The reactants are: [F:1][C:2]1[CH:44]=[CH:43][C:5]([CH2:6][CH:7]2[O:11][N:10]=[C:9]([CH2:12][N:13]3[CH:17]=[C:16]([C:18]4[N:26](COCC[Si](C)(C)C)[C:25]5[C:24](=[O:35])[N:23]([CH2:36][CH2:37][CH3:38])[C:22](=[O:39])[N:21]([CH2:40][CH2:41][CH3:42])[C:20]=5[N:19]=4)[CH:15]=[N:14]3)[CH2:8]2)=[CH:4][CH:3]=1. (6) Given the product [Cl:1][C:2]1[CH:7]=[CH:6][C:5]([CH2:8][C:9]2[C:18]3[C:13](=[CH:14][CH:15]=[CH:16][CH:17]=3)[C:12](=[O:19])[N:11]([CH2:20][C@H:21]3[CH2:25][CH2:24][CH2:23][N:22]3[CH2:26][CH2:27][CH2:28][CH2:29][C:30]3[CH:31]=[CH:32][C:33]([OH:36])=[CH:34][CH:35]=3)[N:10]=2)=[CH:4][CH:3]=1, predict the reactants needed to synthesize it. The reactants are: [Cl:1][C:2]1[CH:7]=[CH:6][C:5]([CH2:8][C:9]2[C:18]3[C:13](=[CH:14][CH:15]=[CH:16][CH:17]=3)[C:12](=[O:19])[N:11]([CH2:20][C@H:21]3[CH2:25][CH2:24][CH2:23][N:22]3[CH2:26][CH2:27][CH2:28][CH2:29][C:30]3[CH:35]=[CH:34][C:33]([O:36]C)=[CH:32][CH:31]=3)[N:10]=2)=[CH:4][CH:3]=1.B(Br)(Br)Br.Cl.C([O-])(O)=O.[Na+].